This data is from CYP2D6 inhibition data for predicting drug metabolism from PubChem BioAssay. The task is: Regression/Classification. Given a drug SMILES string, predict its absorption, distribution, metabolism, or excretion properties. Task type varies by dataset: regression for continuous measurements (e.g., permeability, clearance, half-life) or binary classification for categorical outcomes (e.g., BBB penetration, CYP inhibition). Dataset: cyp2d6_veith. (1) The molecule is CC(=O)CC(=O)Nc1ccc2ccccc2c1. The result is 0 (non-inhibitor). (2) The compound is COC(=O)[C@@]1(Cc2ccc(F)cc2)[C@H]2c3cc(C(=O)N(C)C)n(CC4CC4)c3C[C@H]2CN1C(=O)c1ccccc1. The result is 0 (non-inhibitor). (3) The compound is Cc1cc(NC(=O)c2cc(C(C)C)on2)no1. The result is 0 (non-inhibitor). (4) The compound is Nc1nc(N)c2[nH]c(CNc3ccc(C(=O)O)cc3)nc2n1. The result is 0 (non-inhibitor). (5) The drug is CCOC(=O)c1cnc2c(cnn2C)c1NCCCN(C)C. The result is 0 (non-inhibitor). (6) The molecule is N#Cc1sc2nc(-c3cccs3)cc(-c3ccc(Cl)cc3)c2c1N. The result is 0 (non-inhibitor).